From a dataset of HIV replication inhibition screening data with 41,000+ compounds from the AIDS Antiviral Screen. Binary Classification. Given a drug SMILES string, predict its activity (active/inactive) in a high-throughput screening assay against a specified biological target. (1) The molecule is COc1cc(O)cc(O)c1C(=O)CC(Cl)(Cl)Cl. The result is 0 (inactive). (2) The drug is N#Cc1c(-c2ccc(Cl)cc2)c(-c2ccc(Cl)cc2)nn(CCOC(=O)CCC(=O)O)c1=O. The result is 0 (inactive). (3) The drug is COc1ccc(C=CC(=O)Oc2ccc(C=C3CCCCC3=O)cc2)cc1. The result is 0 (inactive). (4) The molecule is S=P1(Oc2ccccc2)OCCO1. The result is 0 (inactive).